This data is from Full USPTO retrosynthesis dataset with 1.9M reactions from patents (1976-2016). The task is: Predict the reactants needed to synthesize the given product. (1) Given the product [Cl:1][C:2]1[CH:3]=[CH:4][C:5]([CH:8]([OH:10])[CH3:9])=[N:6][CH:7]=1, predict the reactants needed to synthesize it. The reactants are: [Cl:1][C:2]1[CH:3]=[CH:4][C:5]([C:8](=[O:10])[CH3:9])=[N:6][CH:7]=1.[BH4-].[Na+]. (2) Given the product [I:1][C:2]1[CH:3]=[CH:4][C:5]([CH3:11])=[C:6]([CH:10]=1)[CH:7]=[O:8], predict the reactants needed to synthesize it. The reactants are: [I:1][C:2]1[CH:3]=[CH:4][C:5]([CH3:11])=[C:6]([CH:10]=1)[C:7](O)=[O:8].O1CCCC1.B.ClCCl. (3) The reactants are: ClC1C(OCC(F)F)=C(C2C=C(F)C([C@H](NC(=O)C)C)=NC=2)C=C(Cl)C=1.BrC1C=C(Cl)C=C(Cl)C=1OCC(F)F.ClC1C(OCC(F)F)=C(C2C=C(F)C([C@H](N)C)=NC=2)C=C(Cl)C=1.C1C2C(COC(=O)[NH:80][C:81]3([C:85](=[O:109])[NH:86][C@@H:87]([C:89]4[C:94]([F:95])=[CH:93][C:92]([C:96]5[CH:101]=[C:100]([Cl:102])[CH:99]=[C:98]([Cl:103])[C:97]=5[O:104][CH2:105][CH:106]([F:108])[F:107])=[CH:91][N:90]=4)[CH3:88])[CH2:84][O:83][CH2:82]3)C3C(=CC=CC=3)C=2C=CC=1. Given the product [Cl:103][C:98]1[C:97]([O:104][CH2:105][CH:106]([F:107])[F:108])=[C:96]([C:92]2[CH:93]=[C:94]([F:95])[C:89]([C@H:87]([NH:86][C:85]([C:81]3([NH2:80])[CH2:84][O:83][CH2:82]3)=[O:109])[CH3:88])=[N:90][CH:91]=2)[CH:101]=[C:100]([Cl:102])[CH:99]=1, predict the reactants needed to synthesize it. (4) The reactants are: [CH3:1][C:2]12[CH2:15][CH2:14][C:13](=[O:16])[CH:12]=[C:11]1[N:10]([CH2:17][O:18][CH2:19][CH2:20][Si:21]([CH3:24])([CH3:23])[CH3:22])[CH2:9][CH:8]1[CH:3]2[CH2:4][CH2:5][C:6]2([CH3:29])[C:27](=[O:28])[CH2:26][CH2:25][CH:7]21.C[Si]([N-][Si](C)(C)C)(C)C.[K+].C1(N([S:47]([C:50]([F:53])([F:52])[F:51])(=[O:49])=[O:48])[S:47]([C:50]([F:53])([F:52])[F:51])(=[O:49])=[O:48])C=CC=CC=1. Given the product [F:51][C:50]([F:53])([F:52])[S:47]([O:28][C:27]1[C@:6]2([CH3:29])[C@H:7]([C@H:8]3[C@H:3]([CH2:4][CH2:5]2)[C@:2]2([CH3:1])[C:11](=[CH:12][C:13](=[O:16])[CH2:14][CH2:15]2)[N:10]([CH2:17][O:18][CH2:19][CH2:20][Si:21]([CH3:22])([CH3:23])[CH3:24])[CH2:9]3)[CH2:25][CH:26]=1)(=[O:49])=[O:48], predict the reactants needed to synthesize it.